From a dataset of NCI-60 drug combinations with 297,098 pairs across 59 cell lines. Regression. Given two drug SMILES strings and cell line genomic features, predict the synergy score measuring deviation from expected non-interaction effect. Drug 1: CC1=C(C=C(C=C1)NC2=NC=CC(=N2)N(C)C3=CC4=NN(C(=C4C=C3)C)C)S(=O)(=O)N.Cl. Drug 2: C1CN(CCN1C(=O)CCBr)C(=O)CCBr. Cell line: BT-549. Synergy scores: CSS=4.99, Synergy_ZIP=-2.61, Synergy_Bliss=-3.29, Synergy_Loewe=-11.8, Synergy_HSA=-5.73.